From a dataset of Catalyst prediction with 721,799 reactions and 888 catalyst types from USPTO. Predict which catalyst facilitates the given reaction. (1) Reactant: [CH3:1][C:2]1([CH3:12])[O:7][CH2:6][C:5]2=[CH:8][C:9]([NH2:11])=[N:10][N:4]2[CH2:3]1.Br[C:14]1[C:15](=[O:22])[N:16]([CH3:21])[CH:17]=[C:18]([Br:20])[CH:19]=1.CC1(C)C2C(=C(P(C3C=CC=CC=3)C3C=CC=CC=3)C=CC=2)OC2C(P(C3C=CC=CC=3)C3C=CC=CC=3)=CC=CC1=2.C(=O)([O-])[O-].[Cs+].[Cs+]. The catalyst class is: 102. Product: [Br:20][C:18]1[CH:19]=[C:14]([NH:11][C:9]2[CH:8]=[C:5]3[CH2:6][O:7][C:2]([CH3:12])([CH3:1])[CH2:3][N:4]3[N:10]=2)[C:15](=[O:22])[N:16]([CH3:21])[CH:17]=1. (2) Reactant: [CH3:1][N:2]1[CH2:7][CH2:6][CH2:5][CH2:4][C@@H:3]1[CH2:8][O:9][C:10]1[C:18]2[C:17]3[CH:19]=[C:20]([C:23]#[N:24])[N:21]=[CH:22][C:16]=3[N:15](COCC[Si](C)(C)C)[C:14]=2[N:13]=[CH:12][CH:11]=1.Br.[OH-].[Na+].Cl. Product: [CH3:1][N:2]1[CH2:7][CH2:6][CH2:5][CH2:4][C@@H:3]1[CH2:8][O:9][C:10]1[C:18]2[C:17]3[CH:19]=[C:20]([C:23]#[N:24])[N:21]=[CH:22][C:16]=3[NH:15][C:14]=2[N:13]=[CH:12][CH:11]=1. The catalyst class is: 12. (3) Reactant: [F:1][C:2]1([C:6]2[C:7]([O:28][C@@H:29]([CH3:34])[C:30]([F:33])([F:32])[F:31])=[CH:8][C:9]([C:12]([NH:14][C:15]([C:22]3[N:26]=[C:25]([CH3:27])[O:24][N:23]=3)([CH3:21])[C:16]([O:18]CC)=[O:17])=[O:13])=[N:10][CH:11]=2)[CH2:5][O:4][CH2:3]1.O. Product: [F:1][C:2]1([C:6]2[C:7]([O:28][C@@H:29]([CH3:34])[C:30]([F:31])([F:33])[F:32])=[CH:8][C:9]([C:12]([NH:14][C:15]([C:22]3[N:26]=[C:25]([CH3:27])[O:24][N:23]=3)([CH3:21])[C:16]([OH:18])=[O:17])=[O:13])=[N:10][CH:11]=2)[CH2:5][O:4][CH2:3]1. The catalyst class is: 56.